This data is from Forward reaction prediction with 1.9M reactions from USPTO patents (1976-2016). The task is: Predict the product of the given reaction. (1) Given the reactants [F:1][C:2]1[CH:3]=[C:4]2[C:11]([C:12]3[N:13]=[N:14][C:15]4[C:20]5([CH2:22][CH2:21]5)[C:19](=[O:23])[NH:18][C:16]=4[N:17]=3)=[N:10][N:9](CC3C=CC(OC)=CC=3)[C:5]2=[N:6][C:7]=1[CH3:8].[N+]([O-])([O-])=O.[Ce+4].[NH4+].[N+]([O-])([O-])=O.[N+]([O-])([O-])=O.[N+]([O-])([O-])=O.[N+]([O-])([O-])=O.O, predict the reaction product. The product is: [F:1][C:2]1[CH:3]=[C:4]2[C:11]([C:12]3[N:13]=[N:14][C:15]4[C:20]5([CH2:22][CH2:21]5)[C:19](=[O:23])[NH:18][C:16]=4[N:17]=3)=[N:10][NH:9][C:5]2=[N:6][C:7]=1[CH3:8]. (2) The product is: [Br:1][C:2]1[CH:15]=[C:14]2[C:5]([O:6][C@@H:7]3[C@@H:12]([C:13]2=[O:16])[CH2:11][CH2:10][CH2:9][CH2:8]3)=[CH:4][CH:3]=1. Given the reactants [Br:1][C:2]1[CH:15]=[C:14]2[C:5]([O:6][C:7]3[CH2:8][CH2:9][CH2:10][CH2:11][C:12]=3[C:13]2=[O:16])=[CH:4][CH:3]=1.CCC(C)[BH-](C(C)CC)C(C)CC.[Li+], predict the reaction product. (3) Given the reactants [Cl:1][C:2]1[S:6][C:5]([CH:7]2[CH2:12][CH2:11][N:10]([C:13](=[O:25])[CH2:14][N:15]3[C:19]([CH3:20])=[CH:18][C:17]([CH2:21][C:22]([OH:24])=[O:23])=[N:16]3)[CH2:9][CH2:8]2)=[N:4][C:3]=1[C:26]1[CH:31]=[C:30]([C:32]([CH3:35])([CH3:34])[CH3:33])[C:29]([O:36][CH3:37])=[C:28]([C:38]([CH3:41])([CH3:40])[CH3:39])[CH:27]=1.C1C(=O)N([I:49])C(=O)C1.O, predict the reaction product. The product is: [Cl:1][C:2]1[S:6][C:5]([CH:7]2[CH2:8][CH2:9][N:10]([C:13](=[O:25])[CH2:14][N:15]3[C:19]([CH3:20])=[C:18]([I:49])[C:17]([CH2:21][C:22]([OH:24])=[O:23])=[N:16]3)[CH2:11][CH2:12]2)=[N:4][C:3]=1[C:26]1[CH:27]=[C:28]([C:38]([CH3:41])([CH3:40])[CH3:39])[C:29]([O:36][CH3:37])=[C:30]([C:32]([CH3:34])([CH3:35])[CH3:33])[CH:31]=1. (4) Given the reactants Cl[C:2]([O:4][C:5]1[CH:10]=[CH:9][CH:8]=[CH:7][CH:6]=1)=[O:3].[NH2:11][C:12]1[CH:41]=[CH:40][C:15]([O:16][C:17]2[CH:22]=[CH:21][N:20]=[C:19]([NH:23][C:24](=[O:39])[CH2:25][CH:26]3[CH2:31][CH2:30][N:29]([C:32]([O:34][C:35]([CH3:38])([CH3:37])[CH3:36])=[O:33])[CH2:28][CH2:27]3)[CH:18]=2)=[CH:14][C:13]=1[Cl:42].N1C=CC=CC=1.CN(C)C=O, predict the reaction product. The product is: [Cl:42][C:13]1[CH:14]=[C:15]([CH:40]=[CH:41][C:12]=1[NH:11][C:2]([O:4][C:5]1[CH:10]=[CH:9][CH:8]=[CH:7][CH:6]=1)=[O:3])[O:16][C:17]1[CH:22]=[CH:21][N:20]=[C:19]([NH:23][C:24](=[O:39])[CH2:25][CH:26]2[CH2:31][CH2:30][N:29]([C:32]([O:34][C:35]([CH3:38])([CH3:36])[CH3:37])=[O:33])[CH2:28][CH2:27]2)[CH:18]=1. (5) Given the reactants [OH:1][CH2:2][C@@H:3]1[O:8][CH2:7][C@H:6]([CH3:9])[N:5]([C:10]([O:12][C:13]([CH3:16])([CH3:15])[CH3:14])=[O:11])[CH2:4]1.CC1(C)N([O])C(C)(C)CCC1.C(OI(C1C=CC=CC=1)OC(=O)C)(=O)C.CN(C(ON1N=NC2C=CC=NC1=2)=[N+](C)C)C.F[P-](F)(F)(F)(F)F.Cl.[Cl:68][C:69]1[C:70]([CH2:75][NH2:76])=[N:71][CH:72]=[CH:73][N:74]=1, predict the reaction product. The product is: [Cl:68][C:69]1[C:70]([CH2:75][NH:76][C:2]([C@@H:3]2[O:8][CH2:7][C@H:6]([CH3:9])[N:5]([C:10]([O:12][C:13]([CH3:15])([CH3:14])[CH3:16])=[O:11])[CH2:4]2)=[O:1])=[N:71][CH:72]=[CH:73][N:74]=1. (6) Given the reactants [F:1][C:2]1[CH:7]=[C:6]([F:8])[CH:5]=[CH:4][C:3]=1[C:9]1[N:14]=[C:13]([S:15][CH3:16])[N:12]=[C:11](O)[C:10]=1[CH3:18].O=P(Cl)(Cl)[Cl:21], predict the reaction product. The product is: [Cl:21][C:11]1[C:10]([CH3:18])=[C:9]([C:3]2[CH:4]=[CH:5][C:6]([F:8])=[CH:7][C:2]=2[F:1])[N:14]=[C:13]([S:15][CH3:16])[N:12]=1. (7) The product is: [NH2:1][C:2]1[N:3]([CH2:9][CH2:10][CH2:11][CH2:12][CH3:13])[N:4]=[CH:5][C:6]=1[C:7]#[N:8]. Given the reactants [NH2:1][C:2]1[C:6]([C:7]#[N:8])=[CH:5][NH:4][N:3]=1.[CH2:9](I)[CH2:10][CH2:11][CH2:12][CH3:13].C(=O)([O-])[O-].[K+].[K+], predict the reaction product.